From a dataset of TCR-epitope binding with 47,182 pairs between 192 epitopes and 23,139 TCRs. Binary Classification. Given a T-cell receptor sequence (or CDR3 region) and an epitope sequence, predict whether binding occurs between them. The epitope is FLLNKEMYL. The TCR CDR3 sequence is CASSLVSSAEAFF. Result: 0 (the TCR does not bind to the epitope).